Dataset: Reaction yield outcomes from USPTO patents with 853,638 reactions. Task: Predict the reaction yield, written as a fraction of the theoretical maximum amount of product (1.0 means a 100% yield; for example, 0.34 means a 34% yield). (1) The reactants are [CH2:1]([N:7]1[C:12](=[O:13])[CH2:11][C:10](=[O:14])[N:9]([CH2:15][C:16]2[CH:21]=[CH:20][CH:19]=[CH:18][CH:17]=2)[C:8]1=[O:22])[CH2:2][CH2:3][CH2:4][CH2:5][CH3:6].C(N(C(C)C)CC)(C)C.[N:32]([CH2:35][C:36]([O:38]CC)=[O:37])=[C:33]=[O:34]. The catalyst is C(Cl)(Cl)Cl. The product is [CH2:1]([N:7]1[C:12]([OH:13])=[C:11]([C:33]([NH:32][CH2:35][C:36]([OH:38])=[O:37])=[O:34])[C:10](=[O:14])[N:9]([CH2:15][C:16]2[CH:21]=[CH:20][CH:19]=[CH:18][CH:17]=2)[C:8]1=[O:22])[CH2:2][CH2:3][CH2:4][CH2:5][CH3:6]. The yield is 0.460. (2) The reactants are Cl[C:2]1[CH:3]=[C:4]([CH3:17])[C:5]2[N:6]([C:8]([C:11]3[CH:16]=[CH:15][CH:14]=[CH:13][CH:12]=3)=[N:9][N:10]=2)[N:7]=1.N. The catalyst is C(O)C.[Pd]. The product is [CH3:17][C:4]1[C:5]2[N:6]([C:8]([C:11]3[CH:12]=[CH:13][CH:14]=[CH:15][CH:16]=3)=[N:9][N:10]=2)[N:7]=[CH:2][CH:3]=1. The yield is 0.850.